Dataset: NCI-60 drug combinations with 297,098 pairs across 59 cell lines. Task: Regression. Given two drug SMILES strings and cell line genomic features, predict the synergy score measuring deviation from expected non-interaction effect. (1) Drug 1: C1=NC2=C(N1)C(=S)N=CN2. Drug 2: C1=NC2=C(N=C(N=C2N1C3C(C(C(O3)CO)O)F)Cl)N. Cell line: HCC-2998. Synergy scores: CSS=25.4, Synergy_ZIP=0.743, Synergy_Bliss=1.65, Synergy_Loewe=-11.4, Synergy_HSA=-0.0545. (2) Drug 1: C1=CC(=CC=C1CCC2=CNC3=C2C(=O)NC(=N3)N)C(=O)NC(CCC(=O)O)C(=O)O. Drug 2: N.N.Cl[Pt+2]Cl. Cell line: TK-10. Synergy scores: CSS=28.9, Synergy_ZIP=0.0388, Synergy_Bliss=-3.28, Synergy_Loewe=-28.2, Synergy_HSA=-3.49. (3) Drug 1: CC12CCC3C(C1CCC2O)C(CC4=C3C=CC(=C4)O)CCCCCCCCCS(=O)CCCC(C(F)(F)F)(F)F. Drug 2: CN(C(=O)NC(C=O)C(C(C(CO)O)O)O)N=O. Cell line: CAKI-1. Synergy scores: CSS=0.306, Synergy_ZIP=1.33, Synergy_Bliss=-0.958, Synergy_Loewe=-4.88, Synergy_HSA=-4.69. (4) Drug 1: CN(C)N=NC1=C(NC=N1)C(=O)N. Drug 2: C1=NNC2=C1C(=O)NC=N2. Cell line: SF-295. Synergy scores: CSS=0.149, Synergy_ZIP=-3.19, Synergy_Bliss=-7.12, Synergy_Loewe=-6.00, Synergy_HSA=-5.07. (5) Drug 1: C1CCN(CC1)CCOC2=CC=C(C=C2)C(=O)C3=C(SC4=C3C=CC(=C4)O)C5=CC=C(C=C5)O. Cell line: MOLT-4. Synergy scores: CSS=12.8, Synergy_ZIP=2.04, Synergy_Bliss=10.8, Synergy_Loewe=6.35, Synergy_HSA=6.25. Drug 2: C1CCC(C1)C(CC#N)N2C=C(C=N2)C3=C4C=CNC4=NC=N3. (6) Drug 1: CC1=CC=C(C=C1)C2=CC(=NN2C3=CC=C(C=C3)S(=O)(=O)N)C(F)(F)F. Drug 2: CC1=C(C(=CC=C1)Cl)NC(=O)C2=CN=C(S2)NC3=CC(=NC(=N3)C)N4CCN(CC4)CCO. Cell line: ACHN. Synergy scores: CSS=23.3, Synergy_ZIP=8.36, Synergy_Bliss=14.4, Synergy_Loewe=4.09, Synergy_HSA=11.7. (7) Drug 1: CC1CCC2CC(C(=CC=CC=CC(CC(C(=O)C(C(C(=CC(C(=O)CC(OC(=O)C3CCCCN3C(=O)C(=O)C1(O2)O)C(C)CC4CCC(C(C4)OC)OCCO)C)C)O)OC)C)C)C)OC. Drug 2: C1CNP(=O)(OC1)N(CCCl)CCCl. Cell line: HCT-15. Synergy scores: CSS=-2.36, Synergy_ZIP=5.33, Synergy_Bliss=8.78, Synergy_Loewe=-4.80, Synergy_HSA=-4.22. (8) Drug 1: CC1=C(C=C(C=C1)NC2=NC=CC(=N2)N(C)C3=CC4=NN(C(=C4C=C3)C)C)S(=O)(=O)N.Cl. Drug 2: CS(=O)(=O)C1=CC(=C(C=C1)C(=O)NC2=CC(=C(C=C2)Cl)C3=CC=CC=N3)Cl. Cell line: CAKI-1. Synergy scores: CSS=49.2, Synergy_ZIP=20.6, Synergy_Bliss=22.5, Synergy_Loewe=19.5, Synergy_HSA=23.9. (9) Drug 2: CC1=CC2C(CCC3(C2CCC3(C(=O)C)OC(=O)C)C)C4(C1=CC(=O)CC4)C. Drug 1: CC(CN1CC(=O)NC(=O)C1)N2CC(=O)NC(=O)C2. Synergy scores: CSS=21.1, Synergy_ZIP=4.86, Synergy_Bliss=5.97, Synergy_Loewe=5.40, Synergy_HSA=6.37. Cell line: OVCAR-4.